Dataset: Full USPTO retrosynthesis dataset with 1.9M reactions from patents (1976-2016). Task: Predict the reactants needed to synthesize the given product. (1) Given the product [NH2:1][C:4]1[CH:9]=[CH:8][CH:7]=[C:6]([NH2:10])[C:5]=1[OH:13], predict the reactants needed to synthesize it. The reactants are: [N+:1]([C:4]1[CH:9]=[CH:8][CH:7]=[C:6]([N+:10]([O-])=O)[C:5]=1[OH:13])([O-])=O. (2) Given the product [Cl:12][C:13]1[CH:14]=[C:15]2[C:19](=[CH:20][CH:21]=1)[NH:18][C:17](=[O:22])[C:16]2([OH:23])[C:2]1[CH:7]=[CH:6][CH:5]=[CH:4][C:3]=1[CH:8]([CH3:10])[CH3:9], predict the reactants needed to synthesize it. The reactants are: Br[C:2]1[CH:7]=[CH:6][CH:5]=[CH:4][C:3]=1[CH:8]([CH3:10])[CH3:9].[Mg].[Cl:12][C:13]1[CH:14]=[C:15]2[C:19](=[CH:20][CH:21]=1)[NH:18][C:17](=[O:22])[C:16]2=[O:23].Cl. (3) Given the product [Cl:1][C:2]1[CH:3]=[CH:4][C:5]([C:8]2[CH:12]=[C:11]([C:13]3[CH:14]=[C:15]([CH:21]=[CH:22][CH:23]=3)[C:16]([OH:18])=[O:17])[O:10][N:9]=2)=[CH:6][CH:7]=1, predict the reactants needed to synthesize it. The reactants are: [Cl:1][C:2]1[CH:7]=[CH:6][C:5]([C:8]2[CH:12]=[C:11]([C:13]3[CH:14]=[C:15]([CH:21]=[CH:22][CH:23]=3)[C:16]([O:18]CC)=[O:17])[O:10][N:9]=2)=[CH:4][CH:3]=1.Cl. (4) Given the product [CH2:9]([O:27][C:13]1[CH:14]=[C:15]2[C:10](=[CH:11][CH:12]=1)[C:9](=[O:17])[N:8]([CH2:18][CH:19]1[CH2:21][CH2:20]1)[C:7]([C:22]([OH:24])=[O:23])=[C:6]2[O:5][CH2:1][CH2:2][CH2:3][CH3:4])[C:10]1[CH:15]=[CH:14][CH:13]=[CH:12][CH:11]=1, predict the reactants needed to synthesize it. The reactants are: [CH2:1]([O:5][C:6]1[C:15]2[C:10](=[CH:11][CH:12]=[C:13](F)[CH:14]=2)[C:9](=[O:17])[N:8]([CH2:18][CH:19]2[CH2:21][CH2:20]2)[C:7]=1[C:22]([O:24]CC)=[O:23])[CH2:2][CH2:3][CH3:4].[OH-:27].[Na+].Cl.[H-].[Na+].